From a dataset of Full USPTO retrosynthesis dataset with 1.9M reactions from patents (1976-2016). Predict the reactants needed to synthesize the given product. (1) Given the product [CH2:1]([O:8][CH2:9][CH2:10][N:11]1[CH2:12][CH2:13][N:14]([C:17]2[CH:25]=[CH:24][C:20]([C:21]([O:23][C:35]3[C:34]([F:37])=[C:33]([F:38])[C:32]([F:39])=[C:31]([F:40])[C:30]=3[F:29])=[O:22])=[CH:19][C:18]=2/[CH:26]=[CH:27]\[CH3:28])[CH2:15][CH2:16]1)[C:2]1[CH:3]=[CH:4][CH:5]=[CH:6][CH:7]=1, predict the reactants needed to synthesize it. The reactants are: [CH2:1]([O:8][CH2:9][CH2:10][N:11]1[CH2:16][CH2:15][N:14]([C:17]2[CH:25]=[CH:24][C:20]([C:21]([OH:23])=[O:22])=[CH:19][C:18]=2/[CH:26]=[CH:27]\[CH3:28])[CH2:13][CH2:12]1)[C:2]1[CH:7]=[CH:6][CH:5]=[CH:4][CH:3]=1.[F:29][C:30]1[C:35](O)=[C:34]([F:37])[C:33]([F:38])=[C:32]([F:39])[C:31]=1[F:40].C1(N=C=NC2CCCCC2)CCCCC1.O. (2) Given the product [CH3:1][C:2]1([CH3:19])[CH2:5][CH:4]([CH:6]([NH:30][C:22]2[CH:21]=[N:20][C:29]3[C:24]([CH:23]=2)=[CH:25][CH:26]=[CH:27][CH:28]=3)[C:8]2[CH:18]=[CH:17][C:11]([C:12]([O:14][CH2:15][CH3:16])=[O:13])=[CH:10][CH:9]=2)[CH2:3]1, predict the reactants needed to synthesize it. The reactants are: [CH3:1][C:2]1([CH3:19])[CH2:5][CH:4]([C:6]([C:8]2[CH:18]=[CH:17][C:11]([C:12]([O:14][CH2:15][CH3:16])=[O:13])=[CH:10][CH:9]=2)=O)[CH2:3]1.[N:20]1[C:29]2[C:24](=[CH:25][CH:26]=[CH:27][CH:28]=2)[CH:23]=[C:22]([NH2:30])[CH:21]=1.C1(C)C=CC(S(O)(=O)=O)=CC=1.[BH4-].[Na+]. (3) Given the product [C:1]1([N:7]2[C:11]3[CH:12]=[N:13][CH:14]=[CH:15][C:10]=3[N:9]=[C:8]2[CH:16]([NH:18][C:20]2[N:28]=[CH:27][N:26]=[C:25]3[C:21]=2[N:22]=[CH:23][NH:24]3)[CH3:17])[CH:2]=[CH:3][CH:4]=[CH:5][CH:6]=1, predict the reactants needed to synthesize it. The reactants are: [C:1]1([N:7]2[C:11]3[CH:12]=[N:13][CH:14]=[CH:15][C:10]=3[N:9]=[C:8]2[CH:16]([NH2:18])[CH3:17])[CH:6]=[CH:5][CH:4]=[CH:3][CH:2]=1.Cl[C:20]1[N:28]=[CH:27][N:26]=[C:25]2[C:21]=1[N:22]=[CH:23][N:24]2C1CCCCO1.CCN(C(C)C)C(C)C.Cl.O1CCOCC1.